Predict the reactants needed to synthesize the given product. From a dataset of Full USPTO retrosynthesis dataset with 1.9M reactions from patents (1976-2016). (1) Given the product [F:12][C:11]([F:14])([F:13])[C:9]1[CH:10]=[C:2]2[C:3]([C:4](=[O:5])[NH:15][C:16](=[O:17])[NH:1]2)=[CH:7][CH:8]=1, predict the reactants needed to synthesize it. The reactants are: [NH2:1][C:2]1[CH:10]=[C:9]([C:11]([F:14])([F:13])[F:12])[CH:8]=[CH:7][C:3]=1[C:4](O)=[O:5].[NH2:15][C:16](N)=[O:17]. (2) Given the product [CH3:1][O:2][C:3]([CH:4]1[CH2:5][N:6]([C:7]([O:9][CH2:10][C:11]2[CH:12]=[CH:13][CH:14]=[CH:15][CH:16]=2)=[O:8])[CH2:17][CH:18]([O:36][CH3:35])[N:20]1[C:21]([O:23][C:24]([CH3:27])([CH3:25])[CH3:26])=[O:22])=[O:28], predict the reactants needed to synthesize it. The reactants are: [CH3:1][O:2][C:3](=[O:28])[C@@H:4]([NH:20][C:21]([O:23][C:24]([CH3:27])([CH3:26])[CH3:25])=[O:22])[CH2:5][N:6]([CH2:17][CH:18]=C)[C:7]([O:9][CH2:10][C:11]1[CH:16]=[CH:15][CH:14]=[CH:13][CH:12]=1)=[O:8].O=[O+][O-].C(Cl)Cl.[CH3:35][OH:36]. (3) The reactants are: [Cl:1][C:2]1[C:3]([C:10]([OH:12])=O)=[N:4][N:5]([CH:7]([F:9])[F:8])[CH:6]=1.Cl.[CH3:14][NH:15][O:16][CH3:17].CN1CCOCC1.CCN=C=NCCCN(C)C.Cl. Given the product [CH3:17][O:16][N:15]([CH3:14])[C:10]([C:3]1[C:2]([Cl:1])=[CH:6][N:5]([CH:7]([F:9])[F:8])[N:4]=1)=[O:12], predict the reactants needed to synthesize it. (4) Given the product [Cl:35][C:16]1[CH:15]=[C:14]([CH2:13][CH2:12][C:11]([OH:10])=[O:36])[CH:19]=[C:18]([Cl:20])[C:17]=1[O:21][C:22]1[CH:23]=[C:24]2[C:28](=[CH:29][CH:30]=1)[NH:27][C:26]([C:43]1[CH:48]=[CH:47][C:46]([O:40][CH3:37])=[CH:45][CH:44]=1)=[C:25]2[CH:32]([CH3:33])[CH3:34], predict the reactants needed to synthesize it. The reactants are: C1C(=O)N(Br)C(=O)C1.C[O:10][C:11](=[O:36])[CH2:12][CH2:13][C:14]1[CH:19]=[C:18]([Cl:20])[C:17]([O:21][C:22]2[CH:23]=[C:24]3[C:28](=[CH:29][CH:30]=2)[NH:27][C:26](Br)=[C:25]3[CH:32]([CH3:34])[CH3:33])=[C:16]([Cl:35])[CH:15]=1.[C:37]([O-:40])([O-])=O.[K+].[K+].[C:43]1(B(O)O)[CH:48]=[CH:47][CH:46]=[CH:45][CH:44]=1.[Li+].[OH-]. (5) Given the product [OH:35][CH:33]([CH:31]([OH:32])[CH2:30][OH:29])[CH2:34][N:14]1[CH2:13][CH2:12][N:11]([CH2:17][C:18]([OH:20])=[O:19])[CH2:10][CH2:9][N:8]([CH2:21][C:22]([OH:24])=[O:23])[CH2:7][CH2:6][N:5]([CH2:4][C:1]([OH:3])=[O:2])[CH2:16][CH2:15]1, predict the reactants needed to synthesize it. The reactants are: [C:1]([CH2:4][N:5]1[CH2:16][CH2:15][NH:14][CH2:13][CH2:12][N:11]([CH2:17][C:18]([OH:20])=[O:19])[CH2:10][CH2:9][N:8]([CH2:21][C:22]([OH:24])=[O:23])[CH2:7][CH2:6]1)([OH:3])=[O:2].[OH-].[Na+].CC1(C)[O:32][CH:31]([CH:33]2[O:35][CH2:34]2)[CH2:30][O:29]1. (6) Given the product [CH2:16]([O:15][C:13]([C:12]1[N:8]([C:5]2[CH:4]=[CH:3][C:2]([Br:1])=[CH:7][CH:6]=2)[N:9]=[CH:10][C:11]=1[I:18])=[O:14])[CH3:17], predict the reactants needed to synthesize it. The reactants are: [Br:1][C:2]1[CH:7]=[CH:6][C:5]([N:8]2[C:12]([C:13]([O:15][CH2:16][CH3:17])=[O:14])=[CH:11][CH:10]=[N:9]2)=[CH:4][CH:3]=1.[I:18]Cl. (7) Given the product [F:1][C:2]1[CH:7]=[CH:6][C:5]([S:8]([NH:11][C:12]2[CH:21]=[CH:20][C:19]3[CH2:18][CH2:17][CH2:16][C:15]([OH:22])([CH3:26])[C:14]=3[C:13]=2[C:23]([OH:25])=[O:24])(=[O:10])=[O:9])=[CH:4][CH:3]=1, predict the reactants needed to synthesize it. The reactants are: [F:1][C:2]1[CH:7]=[CH:6][C:5]([S:8]([NH:11][C:12]2[CH:21]=[CH:20][C:19]3[CH2:18][CH2:17][CH2:16][C:15](=[O:22])[C:14]=3[C:13]=2[C:23]([OH:25])=[O:24])(=[O:10])=[O:9])=[CH:4][CH:3]=1.[CH3:26][Mg]Br. (8) Given the product [F:37][C:38]1[CH:43]=[C:42]([C:2]2[CH:3]=[C:4]3[C:8](=[CH:9][CH:10]=2)[N:7]([CH:11]2[CH2:16][CH2:15][CH2:14][CH2:13][O:12]2)[N:6]=[C:5]3[C:17]2[N:22]=[C:21]([N:23]3[CH2:28][CH2:27][CH:26]([NH:29][C:30](=[O:36])[O:31][C:32]([CH3:34])([CH3:35])[CH3:33])[CH2:25][CH2:24]3)[CH:20]=[N:19][CH:18]=2)[CH:41]=[CH:40][CH:39]=1, predict the reactants needed to synthesize it. The reactants are: Br[C:2]1[CH:3]=[C:4]2[C:8](=[CH:9][CH:10]=1)[N:7]([CH:11]1[CH2:16][CH2:15][CH2:14][CH2:13][O:12]1)[N:6]=[C:5]2[C:17]1[N:22]=[C:21]([N:23]2[CH2:28][CH2:27][CH:26]([NH:29][C:30](=[O:36])[O:31][C:32]([CH3:35])([CH3:34])[CH3:33])[CH2:25][CH2:24]2)[CH:20]=[N:19][CH:18]=1.[F:37][C:38]1[CH:39]=[C:40](B(O)O)[CH:41]=[CH:42][CH:43]=1.C([O-])([O-])=O.[Na+].[Na+].O1CCOCC1. (9) Given the product [CH3:10][O:9][C:7]1[CH:6]=[C:5]([CH2:11][O:12][CH3:13])[CH:4]=[C:3]([O:2][CH3:1])[C:8]=1[O:22][B:23]([OH:28])[OH:24], predict the reactants needed to synthesize it. The reactants are: [CH3:1][O:2][C:3]1[CH:4]=[C:5]([CH2:11][O:12][CH3:13])[CH:6]=[C:7]([O:9][CH3:10])[CH:8]=1.C([Li])CCC.C([O:22][B:23]([O:28]C(C)C)[O:24]C(C)C)(C)C.[Cl-].[NH4+]. (10) Given the product [C:3]([CH2:22][CH2:23][S:24][CH2:25][CH2:26][N:27]=[C:33]=[O:34])([C:6]([C:9]([C:12]([C:15]([C:18]([F:19])([F:20])[F:21])([F:16])[F:17])([F:14])[F:13])([F:11])[F:10])([F:8])[F:7])([F:5])[F:4], predict the reactants needed to synthesize it. The reactants are: N#N.[C:3]([CH2:22][CH2:23][S:24][CH2:25][CH2:26][NH2:27])([C:6]([C:9]([C:12]([C:15]([C:18]([F:21])([F:20])[F:19])([F:17])[F:16])([F:14])[F:13])([F:11])[F:10])([F:8])[F:7])([F:5])[F:4].CN(C)C.Cl[C:33](OCC)=[O:34].C[Si](Cl)(Cl)Cl.